This data is from Forward reaction prediction with 1.9M reactions from USPTO patents (1976-2016). The task is: Predict the product of the given reaction. Given the reactants [N:1]1([C:15]([O:17][C:18]([CH3:21])([CH3:20])[CH3:19])=[O:16])[CH2:7][CH2:6][CH:5]([C:8]([O:10][C:11]([CH3:14])([CH3:13])[CH3:12])=[O:9])[NH:4][CH2:3][CH2:2]1.[C:22](Cl)(=[O:29])[C:23]1[CH:28]=[CH:27][CH:26]=[CH:25][CH:24]=1, predict the reaction product. The product is: [C:22]([N:4]1[CH:5]([C:8]([O:10][C:11]([CH3:13])([CH3:14])[CH3:12])=[O:9])[CH2:6][CH2:7][N:1]([C:15]([O:17][C:18]([CH3:21])([CH3:20])[CH3:19])=[O:16])[CH2:2][CH2:3]1)(=[O:29])[C:23]1[CH:28]=[CH:27][CH:26]=[CH:25][CH:24]=1.